This data is from Reaction yield outcomes from USPTO patents with 853,638 reactions. The task is: Predict the reaction yield, written as a fraction of the theoretical maximum amount of product (1.0 means a 100% yield; for example, 0.34 means a 34% yield). (1) The reactants are [Br:1][C:2]1[CH:3]=[C:4]([C@:9]2([CH3:16])[CH2:14][CH2:13][S:12][C:11]([NH2:15])=[N:10]2)[CH:5]=[CH:6][C:7]=1[F:8].N1C=CC=CC=1.[C:23](OC(=O)C)(=[O:25])[CH3:24].O. The catalyst is O1CCCC1. The product is [Br:1][C:2]1[CH:3]=[C:4]([C@:9]2([CH3:16])[CH2:14][CH2:13][S:12][C:11]([NH:15][C:23](=[O:25])[CH3:24])=[N:10]2)[CH:5]=[CH:6][C:7]=1[F:8]. The yield is 0.830. (2) The reactants are C[O:2][C:3]([C:5]1([C:8]2[CH:9]=[CH:10][C:11]3[O:15][C:14](=[O:16])[NH:13][C:12]=3[CH:17]=2)[CH2:7][CH2:6]1)=[O:4].O[Li].O. The catalyst is CO.O. The product is [O:16]=[C:14]1[NH:13][C:12]2[CH:17]=[C:8]([C:5]3([C:3]([OH:4])=[O:2])[CH2:7][CH2:6]3)[CH:9]=[CH:10][C:11]=2[O:15]1. The yield is 0.840. (3) The reactants are [C:1]1([C:7]2[C:8]3[C:13]([CH:14]=[C:15]4[C:20]=2[CH:19]=[CH:18][CH:17]=[CH:16]4)=[CH:12][CH:11]=[CH:10][CH:9]=3)[CH:6]=[CH:5][CH:4]=[CH:3][CH:2]=1.[Br:21]Br.S([O-])([O-])(=O)=S.[Na+].[Na+]. The catalyst is C(Cl)(Cl)(Cl)Cl. The product is [Br:21][C:14]1[C:13]2[C:8](=[CH:9][CH:10]=[CH:11][CH:12]=2)[C:7]([C:1]2[CH:2]=[CH:3][CH:4]=[CH:5][CH:6]=2)=[C:20]2[C:15]=1[CH:16]=[CH:17][CH:18]=[CH:19]2. The yield is 0.890. (4) The reactants are C([O:8][C:9]([C@H:11]1[CH2:16][CH2:15][C@@H:14]([C:17]([N:19]2[CH2:25][CH2:24][CH2:23][N:22]([C:26]3[CH:31]=[CH:30][C:29]([NH:32][C:33]([C:35]4[N:36]=[C:37]([C:44]5[CH:49]=[CH:48][CH:47]=[CH:46][CH:45]=5)[O:38][C:39]=4[C:40]([F:43])([F:42])[F:41])=[O:34])=[CH:28][CH:27]=3)[CH2:21][CH2:20]2)=[O:18])[CH2:13][CH2:12]1)=[O:10])C1C=CC=CC=1. The catalyst is CO.[Pd]. The product is [C:44]1([C:37]2[O:38][C:39]([C:40]([F:41])([F:42])[F:43])=[C:35]([C:33]([NH:32][C:29]3[CH:30]=[CH:31][C:26]([N:22]4[CH2:23][CH2:24][CH2:25][N:19]([C:17]([CH:14]5[CH2:13][CH2:12][CH:11]([C:9]([OH:10])=[O:8])[CH2:16][CH2:15]5)=[O:18])[CH2:20][CH2:21]4)=[CH:27][CH:28]=3)=[O:34])[N:36]=2)[CH:49]=[CH:48][CH:47]=[CH:46][CH:45]=1. The yield is 0.400.